Dataset: Reaction yield outcomes from USPTO patents with 853,638 reactions. Task: Predict the reaction yield, written as a fraction of the theoretical maximum amount of product (1.0 means a 100% yield; for example, 0.34 means a 34% yield). The reactants are B(Br)(Br)Br.[CH:5]([C:8]1[C:17]([O:18]C)=[C:16]([O:20]C)[CH:15]=[C:14]2[C:9]=1[C:10](=[O:44])[C:11]([CH3:43])=[C:12]([C:23]1[C:24](=[O:42])[C:25]3[C:30]([C:31](=[O:34])[C:32]=1[CH3:33])=[C:29]([CH:35]([CH3:37])[CH3:36])[C:28]([O:38]C)=[C:27]([O:40]C)[CH:26]=3)[C:13]2=[O:22])([CH3:7])[CH3:6].Cl. The catalyst is C(Cl)Cl. The product is [OH:18][C:17]1[C:8]([CH:5]([CH3:7])[CH3:6])=[C:9]2[C:14](=[CH:15][C:16]=1[OH:20])[C:13](=[O:22])[C:12]([C:23]1[C:24](=[O:42])[C:25]3[C:30]([C:31](=[O:34])[C:32]=1[CH3:33])=[C:29]([CH:35]([CH3:36])[CH3:37])[C:28]([OH:38])=[C:27]([OH:40])[CH:26]=3)=[C:11]([CH3:43])[C:10]2=[O:44]. The yield is 0.700.